From a dataset of Experimentally validated miRNA-target interactions with 360,000+ pairs, plus equal number of negative samples. Binary Classification. Given a miRNA mature sequence and a target amino acid sequence, predict their likelihood of interaction. (1) The miRNA is hsa-miR-6812-5p with sequence AUGGGGUGAGAUGGGGAGGAGCAGC. The protein sequence of the target gene is MRRGALLAGALAAYAAYLVLGALLVARLEGPHEARLRAELETLRAQLLQRSPCVAAPALDAFVERVLAAGRLGRVVLANASGSANASDPAWDFASALFFASTLITTVGYGYTTPLTDAGKAFSIAFALLGVPTTMLLLTASAQRLSLLLTHVPLSWLSMRWGWDPRRAACWHLVALLGVVVTVCFLVPAVIFAHLEEAWSFLDAFYFCFISLSTIGLGDYVPGEAPGQPYRALYKVLVTVYLFLGLVAMVLVLQTFRHVSDLHGLTELILLPPPCPASFNADEDDRVDILGPQPESHQQL.... Result: 0 (no interaction). (2) The miRNA is mmu-miR-10a-5p with sequence UACCCUGUAGAUCCGAAUUUGUG. The protein sequence of the target gene is MHVARLLPLLLLLGQQLRAASVTEPTLPTVVLAILARNAEHSLPHYLGALERLDYPRARLALWCATDHNMDNTTGMLREWLAAVGRDYATVVWKPEEEARSYPDEQGPKHWTKERHQFLMELRQEALAFARDWGADYILFADTDNILTNNQTLKLLIDRQLPVVAPMLDSQTYYSNFWCGITPQGYYRRTAEYFPTKNRQRQGCFRVPMVHSTFLLSLQTEETARLAFYPPHPNYSWPFDDIIVFAYACQAAGVSMHVCNDHRYGYMNVVVKPHQSLEEEKTNFIHLILEALVDGPPMLA.... Result: 1 (interaction). (3) The miRNA is hsa-miR-3136-5p with sequence CUGACUGAAUAGGUAGGGUCAUU. The protein sequence of the target gene is MAPRKRSHHGLGFLCCFGGSDIPEINLRDNHPLQFMEFSSPIPNAEELNIRFAELVDELDLTDKNREAMFALPPEKKWQIYCSKKKEQEDPNKLATSWPDYYIDRINSMAAMQSLYAFDEEETEMRNQVVEDLKTALRTQPMRFVTRFIELEGLTCLLNFLRSMDHATCESRIHTSLIGCIKALMNNSQGRAHVLAQPEAISTIAQSLRTENSKTKVAVLEILGAVCLVPGGHKKVLQAMLHYQVYAAERTRFQTLLNELDRSLGRYRDEVNLKTAIMSFINAVLNAGAGEDNLEFRLHL.... Result: 1 (interaction). (4) The miRNA is rno-miR-34a-5p with sequence UGGCAGUGUCUUAGCUGGUUGU. The protein sequence of the target gene is MNLPRAERPRSTPQRSLRDSDGEDGKIDVLGEEEDEDEVEDEEEEASQKFLEQSLQPGLQVARWGGVALPREHIEGGGPSDPSEFGTEFRAPPRSAAASEDARQPAKPPYSYIALITMAILQSPHKRLTLSGICAFISGRFPYYRRKFPAWQNSIRHNLSLNDCFVKIPREPGHPGKGTYWSLDPASQDMFDNGSFLRRRKRFKRHQLTPGAHLPHPFPLPAAHAALHNPRPGPLLGAPALPQPVPGAYPNTAPGRRPYALLHPHPPRYLLLSAPAYAGAPKKAEGADLATPGTLPVLQP.... Result: 0 (no interaction). (5) The miRNA is mmu-miR-466p-5p with sequence UAUGUGUGUGUACAUGUACAU. The protein sequence of the target gene is MSRHMRAPRFDPRAGFHAEGKDRGPSVPQGLLKAARSSGQLNLAGRNLGEVPQCVWRINVDIPEEANQNLSFSSTERWWDQTDLTKLIISSNKLQSLSDDLRLLPALTVLDIHDNQLTSLPSAIRELDNLQKLNVSHNKLKILPEEITSLKNLRTLHLQHNELTCIPEGFEHLSCLEDLDLSSNRLATVPADFALLSSLLRLNLSSNQLKNLPAEISRMKRLKHLDCDANLLETVPPDVGSMESLELLYLRRNKLRVLPEFPSCRQLKELHLAENQIEKLGAEHLQHLQAILVLDLRGNK.... Result: 1 (interaction). (6) The miRNA is hsa-miR-4279 with sequence CUCUCCUCCCGGCUUC. The protein sequence of the target gene is MADFEELRNMVSSFRVSELQVLLGFAGRNKSGRKHDLLMRALHLLKSGCSPAVQIKIRELYRRRYPRTLEGLSDLSTIKSSVFSLDGGSSPVEPDLAVAGIHSLPSTSVTPHSPSSPVGSVLLQDTKPTFEMQQPSPPIPPVHPDVQLKNLPFYDVLDVLIKPTSLVQSSIQRFQEKFFIFALTPQQVREICISRDFLPGGRRDYTVQVQLRLCLAETSCPQEDNYPNSLCIKVNGKLFPLPGYAPPPKNGIEQKRPGRPLNITSLVRLSSAVPNQISISWASEIGKNYSMSVYLVRQLT.... Result: 1 (interaction). (7) The miRNA is hsa-miR-502-5p with sequence AUCCUUGCUAUCUGGGUGCUA. The protein sequence of the target gene is MKAGCSIVEKPEGGGGYQFPDWAYKTESSPGSRQIQLWHFILELLQKEEFRHVIAWQQGEYGEFVIKDPDEVARLWGRRKCKPQMNYDKLSRALRYYYNKRILHKTKGKRFTYKFNFNKLVMPNYPFINIRSSGVVPQSAPPVPTASSRFHFPPLDTHSPTNDVQPGRFSASSLTASGQESSNGTDRKTELSELEDGSAADWRRGVDPVSSRNAIGGGGIGHQKRKPDIMLPLFARPGMYPDPHSPFAVSPIPGRGGVLNVPISPALSLTPTIFSYSPSPGLSPFTSSSCFSFNPEEMKH.... Result: 1 (interaction). (8) The miRNA is rno-miR-21-5p with sequence UAGCUUAUCAGACUGAUGUUGA. The protein sequence of the target gene is MATSGAASAELVIGWCIFGLLLLAILAFCWIYVRKYQSRRESEVVSTITAIFSLAIALITSALLPVDIFLVSYMKNQNGTFKDWANANVSRQIEDTVLYGYYTLYSVILFCVFFWIPFVYFYYEEKDDDDTSKCTQIKTALKYTLGFVVICALLLLVGAFVPLNVPNNKNSTEWEKVKSLFEELGSSHGLAALSFSISSLTLIGMLAAITYTAYGMSALPLNLIKGTRSAAYERLENTEDIEEVEQHIQTIKSKSKDGRPLPARDKRALKQFEERLRTLKKRERHLEFIENSWWTKFCGA.... Result: 0 (no interaction). (9) The miRNA is hsa-miR-517c-3p with sequence AUCGUGCAUCCUUUUAGAGUGU. The protein sequence of the target gene is MDELVHDLASALEQTSEQNKLGELWEEMALSPRQQRRQLRKRRGRKRRSDFTHLAEHTCCYSEASESSLDEATKDCREVAPVTNFSDSDDTMVAKRHPALNAIVKSKQHSWHESDSFTENAPCRPLRRRRKVKRVTSEVAASLQQKLKVSDWSYERGCRFKSAKKQRLSRWKENTPWTSSGHGLCESAENRTFLSKTGRKERMECETDEQKQGSDENMSECETSSVCSSSDTGLFTNDEGRQGDDEQSDWFYEGECVPGFTVPNLLPKWAPDHCSEVERMDSGLDKFSDSTFLLPSRPAQ.... Result: 0 (no interaction).